From a dataset of Forward reaction prediction with 1.9M reactions from USPTO patents (1976-2016). Predict the product of the given reaction. (1) Given the reactants Cl.[CH2:2]([O:9][C:10]1[CH:19]=[C:18]2[C:13]([C:14]([Cl:20])=[N:15][CH:16]=[N:17]2)=[CH:12][C:11]=1[O:21][CH3:22])[C:3]1[CH:8]=[CH:7][CH:6]=[CH:5][CH:4]=1.[Cl:23][C:24]1[CH:30]=[CH:29][C:27]([NH2:28])=[C:26]([F:31])[CH:25]=1, predict the reaction product. The product is: [ClH:20].[CH2:2]([O:9][C:10]1[CH:19]=[C:18]2[C:13]([C:14]([NH:28][C:27]3[CH:29]=[CH:30][C:24]([Cl:23])=[CH:25][C:26]=3[F:31])=[N:15][CH:16]=[N:17]2)=[CH:12][C:11]=1[O:21][CH3:22])[C:3]1[CH:8]=[CH:7][CH:6]=[CH:5][CH:4]=1. (2) Given the reactants CS(N)(=O)=O.[CH3:6]/[C:7](=[CH:13]\[CH:14]=[CH:15]\[CH:16]=[CH:17]\[CH3:18])/[C:8]([O:10][CH2:11][CH3:12])=[O:9].S([O-])([O-])=[O:20].[Na+].[Na+].[OH2:25], predict the reaction product. The product is: [OH:25][C@H:16]([C@@H:17]([OH:20])[CH3:18])/[CH:15]=[CH:14]/[CH:13]=[C:7](\[CH3:6])/[C:8]([O:10][CH2:11][CH3:12])=[O:9]. (3) Given the reactants [Cl:1][C:2]1[CH:3]=[C:4]([NH:19][C:20]2[C:30]3[CH:29]=[C:28]([C:31](O)=[O:32])[CH2:27][CH2:26][NH:25][C:24]=3[N:23]=[CH:22][N:21]=2)[CH:5]=[CH:6][C:7]=1[O:8][C:9]1[CH:14]=[CH:13][CH:12]=[C:11]([C:15]([F:18])([F:17])[F:16])[CH:10]=1.[OH:34]N1C2C=CC=CC=2N=N1.Cl.C(N=C=NCCCN(C)C)C.[CH2:56]([NH2:62])[C:57]1[O:61][CH:60]=[CH:59][CH:58]=1.CN(C)[CH:65]=[O:66], predict the reaction product. The product is: [F:16][C:15]([F:18])([F:17])[C:65]([OH:66])=[O:34].[Cl:1][C:2]1[CH:3]=[C:4]([NH:19][C:20]2[C:30]3[CH:29]=[C:28]([C:31]([NH:62][CH2:56][C:57]4[O:61][CH:60]=[CH:59][CH:58]=4)=[O:32])[CH2:27][CH2:26][NH:25][C:24]=3[N:23]=[CH:22][N:21]=2)[CH:5]=[CH:6][C:7]=1[O:8][C:9]1[CH:14]=[CH:13][CH:12]=[C:11]([C:15]([F:17])([F:18])[F:16])[CH:10]=1. (4) Given the reactants [CH2:1]([O:8][C:9]([N:11]1[CH2:16][CH2:15][CH:14]([C:17]2[CH:22]=[CH:21][C:20]([CH2:23][CH:24]=[O:25])=[CH:19][CH:18]=2)[CH2:13][CH2:12]1)=[O:10])[C:2]1[CH:7]=[CH:6][CH:5]=[CH:4][CH:3]=1.P([O-])(O)(O)=[O:27].[Na+].Cl([O-])=O.[Na+], predict the reaction product. The product is: [CH2:1]([O:8][C:9]([N:11]1[CH2:12][CH2:13][CH:14]([C:17]2[CH:22]=[CH:21][C:20]([CH2:23][C:24]([OH:27])=[O:25])=[CH:19][CH:18]=2)[CH2:15][CH2:16]1)=[O:10])[C:2]1[CH:7]=[CH:6][CH:5]=[CH:4][CH:3]=1. (5) Given the reactants [C:1]([O:5][C:6]([N:8]1[CH2:13][CH2:12][CH:11]([O:14][C:15]2[CH:20]=[CH:19][C:18]([N+:21]([O-])=O)=[CH:17][C:16]=2[C:24]([F:27])([F:26])[F:25])[CH2:10][CH2:9]1)=[O:7])([CH3:4])([CH3:3])[CH3:2], predict the reaction product. The product is: [C:1]([O:5][C:6]([N:8]1[CH2:13][CH2:12][CH:11]([O:14][C:15]2[CH:20]=[CH:19][C:18]([NH2:21])=[CH:17][C:16]=2[C:24]([F:27])([F:25])[F:26])[CH2:10][CH2:9]1)=[O:7])([CH3:4])([CH3:2])[CH3:3]. (6) Given the reactants C(=O)([O-])[O-].[Cs+].[Cs+].Br[CH:8]([C:13]1[CH:18]=[CH:17][CH:16]=[CH:15][N:14]=1)[C:9]([O:11][CH3:12])=[O:10].[I:19][C:20]1[CH:25]=[CH:24][C:23]([C:26]([C:31]2[CH:36]=[CH:35][C:34]([OH:37])=[CH:33][CH:32]=2)([CH3:30])[CH:27]([CH3:29])[CH3:28])=[CH:22][CH:21]=1, predict the reaction product. The product is: [I:19][C:20]1[CH:21]=[CH:22][C:23]([C:26]([C:31]2[CH:32]=[CH:33][C:34]([O:37][CH:8]([C:13]3[CH:18]=[CH:17][CH:16]=[CH:15][N:14]=3)[C:9]([O:11][CH3:12])=[O:10])=[CH:35][CH:36]=2)([CH3:30])[CH:27]([CH3:28])[CH3:29])=[CH:24][CH:25]=1. (7) Given the reactants [CH3:1][O:2][C:3](=[O:14])[CH2:4][CH:5]([OH:13])[CH:6]([OH:12])[CH2:7][C:8]([O:10][CH3:11])=[O:9].[CH:15](OCC)(OCC)[O:16][CH2:17][CH3:18], predict the reaction product. The product is: [CH3:11][O:10][C:8](=[O:9])[CH2:7][CH:6]1[CH:5]([CH2:4][C:3]([O:2][CH3:1])=[O:14])[O:13][CH:15]([O:16][CH2:17][CH3:18])[O:12]1. (8) Given the reactants [C:1]1([C:7]2[N:12]3[N:13]=[C:14]([NH:16][C:17]4[CH:25]=[C:24]5[C:20]([C:21]([NH:26][CH:27]6[CH2:32][CH2:31][N:30](C(OC(C)(C)C)=O)[CH2:29][CH2:28]6)=[N:22][NH:23]5)=[CH:19][CH:18]=4)[N:15]=[C:11]3[CH:10]=[CH:9][CH:8]=2)[CH:6]=[CH:5][CH:4]=[CH:3][CH:2]=1, predict the reaction product. The product is: [C:1]1([C:7]2[N:12]3[N:13]=[C:14]([NH:16][C:17]4[CH:25]=[C:24]5[C:20]([C:21]([NH:26][CH:27]6[CH2:32][CH2:31][NH:30][CH2:29][CH2:28]6)=[N:22][NH:23]5)=[CH:19][CH:18]=4)[N:15]=[C:11]3[CH:10]=[CH:9][CH:8]=2)[CH:2]=[CH:3][CH:4]=[CH:5][CH:6]=1. (9) Given the reactants [CH3:1][C:2]1[CH:3]=[C:4]([N:11](C2C=CC=CC=2)[C:12](=[O:14])[O-])[C:5]([O:9][CH3:10])=[N:6][C:7]=1[CH3:8].[C:21]1([C:27]2([C:33]3[CH:38]=[CH:37][CH:36]=[CH:35][CH:34]=3)[CH2:32][CH2:31][NH:30][CH2:29][CH2:28]2)[CH:26]=[CH:25][CH:24]=[CH:23][CH:22]=1.C1CCN2C(=NCCC2)CC1, predict the reaction product. The product is: [CH3:1][C:2]1[CH:3]=[C:4]([NH:11][C:12]([N:30]2[CH2:31][CH2:32][C:27]([C:21]3[CH:26]=[CH:25][CH:24]=[CH:23][CH:22]=3)([C:33]3[CH:38]=[CH:37][CH:36]=[CH:35][CH:34]=3)[CH2:28][CH2:29]2)=[O:14])[C:5]([O:9][CH3:10])=[N:6][C:7]=1[CH3:8].